The task is: Regression. Given two drug SMILES strings and cell line genomic features, predict the synergy score measuring deviation from expected non-interaction effect.. This data is from NCI-60 drug combinations with 297,098 pairs across 59 cell lines. (1) Drug 1: COC1=CC(=CC(=C1O)OC)C2C3C(COC3=O)C(C4=CC5=C(C=C24)OCO5)OC6C(C(C7C(O6)COC(O7)C8=CC=CS8)O)O. Drug 2: COC1=NC(=NC2=C1N=CN2C3C(C(C(O3)CO)O)O)N. Cell line: HT29. Synergy scores: CSS=36.5, Synergy_ZIP=-4.19, Synergy_Bliss=2.92, Synergy_Loewe=-58.1, Synergy_HSA=1.48. (2) Drug 1: C1=CN(C=N1)CC(O)(P(=O)(O)O)P(=O)(O)O. Drug 2: CC12CCC3C(C1CCC2OP(=O)(O)O)CCC4=C3C=CC(=C4)OC(=O)N(CCCl)CCCl.[Na+]. Cell line: OVCAR3. Synergy scores: CSS=17.2, Synergy_ZIP=5.55, Synergy_Bliss=8.20, Synergy_Loewe=3.46, Synergy_HSA=3.54. (3) Drug 1: CC1=C(C=C(C=C1)NC2=NC=CC(=N2)N(C)C3=CC4=NN(C(=C4C=C3)C)C)S(=O)(=O)N.Cl. Drug 2: CCC1(C2=C(COC1=O)C(=O)N3CC4=CC5=C(C=CC(=C5CN(C)C)O)N=C4C3=C2)O.Cl. Cell line: IGROV1. Synergy scores: CSS=9.37, Synergy_ZIP=-6.26, Synergy_Bliss=-2.29, Synergy_Loewe=-21.2, Synergy_HSA=-2.13. (4) Synergy scores: CSS=21.5, Synergy_ZIP=6.76, Synergy_Bliss=9.57, Synergy_Loewe=6.07, Synergy_HSA=5.74. Cell line: SK-OV-3. Drug 2: C1=CN(C=N1)CC(O)(P(=O)(O)O)P(=O)(O)O. Drug 1: CCCCC(=O)OCC(=O)C1(CC(C2=C(C1)C(=C3C(=C2O)C(=O)C4=C(C3=O)C=CC=C4OC)O)OC5CC(C(C(O5)C)O)NC(=O)C(F)(F)F)O. (5) Drug 1: CCC1=C2CN3C(=CC4=C(C3=O)COC(=O)C4(CC)O)C2=NC5=C1C=C(C=C5)O. Drug 2: CN(CC1=CN=C2C(=N1)C(=NC(=N2)N)N)C3=CC=C(C=C3)C(=O)NC(CCC(=O)O)C(=O)O. Cell line: 786-0. Synergy scores: CSS=52.9, Synergy_ZIP=-4.54, Synergy_Bliss=-2.63, Synergy_Loewe=-0.697, Synergy_HSA=0.155.